This data is from Forward reaction prediction with 1.9M reactions from USPTO patents (1976-2016). The task is: Predict the product of the given reaction. (1) The product is: [F:8][C@@H:9]1[C@@H:14]([C:15]2[CH:20]=[CH:19][C:18]([OH:21])=[CH:17][CH:16]=2)[CH2:13][CH2:12][N:11]([CH:29]2[CH2:33][CH2:32][N:31]([C:34]3[CH:39]=[CH:38][C:37]([CH3:40])=[C:36]([F:41])[CH:35]=3)[C:30]2=[O:42])[CH2:10]1. Given the reactants FC(F)(F)C(O)=O.[F:8][C@@H:9]1[C@@H:14]([C:15]2[CH:20]=[CH:19][C:18]([OH:21])=[CH:17][CH:16]=2)[CH2:13][CH2:12][NH:11][CH2:10]1.C([O-])([O-])=O.[K+].[K+].Br[CH:29]1[CH2:33][CH2:32][N:31]([C:34]2[CH:39]=[CH:38][C:37]([CH3:40])=[C:36]([F:41])[CH:35]=2)[C:30]1=[O:42].CCOC(C)=O, predict the reaction product. (2) Given the reactants O[N:2]1C2C=CC=CC=2N=N1.CCN=C=NCCCN(C)C.Cl.C(N(CC)C(C)C)(C)C.[C:32]([O:36][C:37]([N:39]1[CH2:44][CH2:43][CH2:42][CH:41]([C:45]2[CH:50]=[CH:49][C:48]([NH:51][C:52]3[N:57]=[C:56]([CH2:58][CH2:59][C:60]4[C:65]([CH2:66][C:67](O)=[O:68])=[CH:64][CH:63]=[CH:62][N:61]=4)[C:55]([C:70]([F:73])([F:72])[F:71])=[CH:54][N:53]=3)=[CH:47][CH:46]=2)[CH2:40]1)=[O:38])([CH3:35])([CH3:34])[CH3:33].C(=O)([O-])[O-].[NH4+].[NH4+], predict the reaction product. The product is: [NH2:2][C:67](=[O:68])[CH2:66][C:65]1[C:60]([CH2:59][CH2:58][C:56]2[C:55]([C:70]([F:72])([F:73])[F:71])=[CH:54][N:53]=[C:52]([NH:51][C:48]3[CH:47]=[CH:46][C:45]([CH:41]4[CH2:42][CH2:43][CH2:44][N:39]([C:37]([O:36][C:32]([CH3:34])([CH3:33])[CH3:35])=[O:38])[CH2:40]4)=[CH:50][CH:49]=3)[N:57]=2)=[N:61][CH:62]=[CH:63][CH:64]=1. (3) Given the reactants O=[C:2]1[CH2:10][CH2:9][C@H:8]2[C@H:4]([CH2:5][N:6]([C:11]([O:13][C:14]([CH3:17])([CH3:16])[CH3:15])=[O:12])[CH2:7]2)[CH2:3]1.[C:18]([BH3-])#[N:19].[Na+].O, predict the reaction product. The product is: [CH3:18][NH:19][CH:2]1[CH2:10][CH2:9][C@H:8]2[C@H:4]([CH2:5][N:6]([C:11]([O:13][C:14]([CH3:17])([CH3:16])[CH3:15])=[O:12])[CH2:7]2)[CH2:3]1. (4) Given the reactants Cl.[NH2:2][C@H:3]1[CH2:8][CH2:7][C@H:6]([NH:9][C:10]([C:12]2[C:16]3[N:17]=[CH:18][N:19]=[C:20]([C:21]4[C:29]5[O:28][CH2:27][O:26][C:25]=5[CH:24]=[CH:23][C:22]=4[O:30][CH2:31][CH:32]4[CH2:34][CH2:33]4)[C:15]=3[NH:14][C:13]=2[CH3:35])=[O:11])[CH2:5][CH2:4]1.[CH3:36][O:37][CH2:38][C:39](Cl)=[O:40], predict the reaction product. The product is: [CH:32]1([CH2:31][O:30][C:22]2[CH:23]=[CH:24][C:25]3[O:26][CH2:27][O:28][C:29]=3[C:21]=2[C:20]2[C:15]3[NH:14][C:13]([CH3:35])=[C:12]([C:10]([NH:9][C@H:6]4[CH2:7][CH2:8][C@H:3]([NH:2][C:39](=[O:40])[CH2:38][O:37][CH3:36])[CH2:4][CH2:5]4)=[O:11])[C:16]=3[N:17]=[CH:18][N:19]=2)[CH2:34][CH2:33]1. (5) Given the reactants [CH:1]([C:4]1[C:8]([CH2:9][CH2:10][C:11](OCC)=[O:12])=[CH:7][N:6]([C:16]2[CH:21]=[CH:20][C:19]([C:22]([F:25])([F:24])[F:23])=[CH:18][N:17]=2)[N:5]=1)([CH3:3])[CH3:2].[H-].C([Al+]CC(C)C)C(C)C.Cl, predict the reaction product. The product is: [CH:1]([C:4]1[C:8]([CH2:9][CH2:10][CH2:11][OH:12])=[CH:7][N:6]([C:16]2[CH:21]=[CH:20][C:19]([C:22]([F:23])([F:25])[F:24])=[CH:18][N:17]=2)[N:5]=1)([CH3:3])[CH3:2]. (6) Given the reactants [N:1]1([CH2:7][CH2:8][C:9]2[N:14]=[C:13]([CH2:15]O)[CH:12]=[CH:11][CH:10]=2)[CH2:6][CH2:5][O:4][CH2:3][CH2:2]1.C(N(C(C)C)CC)(C)C.CS([Cl:30])(=O)=O, predict the reaction product. The product is: [Cl:30][CH2:15][C:13]1[N:14]=[C:9]([CH2:8][CH2:7][N:1]2[CH2:6][CH2:5][O:4][CH2:3][CH2:2]2)[CH:10]=[CH:11][CH:12]=1. (7) The product is: [CH2:14]([O:21][C:22]1[CH:23]=[C:24]2[C:29](=[CH:30][C:31]=1[O:32][CH3:33])[N:28]=[CH:27][C:26]([N+:34]([O-:36])=[O:35])=[C:25]2[CH:9]([C:10]#[N:11])[C:6]1[CH:7]=[CH:8][C:3]([C:1]#[N:2])=[CH:4][CH:5]=1)[C:15]1[CH:16]=[CH:17][CH:18]=[CH:19][CH:20]=1. Given the reactants [C:1]([C:3]1[CH:8]=[CH:7][C:6]([CH2:9][C:10]#[N:11])=[CH:5][CH:4]=1)#[N:2].[H-].[Na+].[CH2:14]([O:21][C:22]1[CH:23]=[C:24]2[C:29](=[CH:30][C:31]=1[O:32][CH3:33])[N:28]=[CH:27][C:26]([N+:34]([O-:36])=[O:35])=[C:25]2Cl)[C:15]1[CH:20]=[CH:19][CH:18]=[CH:17][CH:16]=1.Cl, predict the reaction product. (8) Given the reactants [CH3:1][O:2][C:3]1[CH:44]=[CH:43][C:6]([CH2:7][N:8]2[C:16]3[CH:15]=[C:14](OS(C(F)(F)F)(=O)=O)[CH:13]=[CH:12][C:11]=3[C:10]3[N:25]=[C:26]([C:33]4[CH:38]=[CH:37][CH:36]=[C:35]([C:39]([F:42])([F:41])[F:40])[CH:34]=4)[CH:27]=[C:28]([C:29]([O:31][CH3:32])=[O:30])[C:9]2=3)=[CH:5][CH:4]=1.[CH3:45][C@H:46]1[O:51][C@@H:50]([CH3:52])[CH2:49][NH:48][CH2:47]1.P([O-])([O-])([O-])=O.[K+].[K+].[K+].C1(C2C=CC=CC=2)C=CC=CC=1P(C(C)(C)C)C(C)(C)C, predict the reaction product. The product is: [CH3:45][C@H:46]1[CH2:47][N:48]([C:14]2[CH:13]=[CH:12][C:11]3[C:10]4[N:25]=[C:26]([C:33]5[CH:38]=[CH:37][CH:36]=[C:35]([C:39]([F:42])([F:40])[F:41])[CH:34]=5)[CH:27]=[C:28]([C:29]([O:31][CH3:32])=[O:30])[C:9]=4[N:8]([CH2:7][C:6]4[CH:43]=[CH:44][C:3]([O:2][CH3:1])=[CH:4][CH:5]=4)[C:16]=3[CH:15]=2)[CH2:49][C@@H:50]([CH3:52])[O:51]1. (9) Given the reactants [CH3:1][O:2][C:3]1[CH:8]=[CH:7][C:6]([C:9]2[C:17]3[C:16]([NH:18][C:19]4[CH:20]=[C:21]([CH2:25][CH2:26][C:27]([OH:29])=[O:28])[CH:22]=[CH:23][CH:24]=4)=[N:15][CH:14]=[N:13][C:12]=3[O:11][C:10]=2[C:30]2[CH:35]=[CH:34][CH:33]=[CH:32][CH:31]=2)=[CH:5][CH:4]=1.[OH-].[Na+:37], predict the reaction product. The product is: [Na+:37].[CH3:1][O:2][C:3]1[CH:4]=[CH:5][C:6]([C:9]2[C:17]3[C:16]([NH:18][C:19]4[CH:20]=[C:21]([CH2:25][CH2:26][C:27]([O-:29])=[O:28])[CH:22]=[CH:23][CH:24]=4)=[N:15][CH:14]=[N:13][C:12]=3[O:11][C:10]=2[C:30]2[CH:35]=[CH:34][CH:33]=[CH:32][CH:31]=2)=[CH:7][CH:8]=1. (10) Given the reactants [F:1][C:2]1[C:7]([O:8][CH3:9])=[CH:6][CH:5]=[CH:4][C:3]=1[C:10]1[C:11](=[O:40])[N:12]([CH2:30][C@@H:31]([C:34]2[CH:39]=[CH:38][CH:37]=[CH:36][CH:35]=2)[CH2:32]O)[C:13](=[O:29])[N:14]([CH2:17][C:18]2[C:23]([S:24]([CH3:27])(=[O:26])=[O:25])=[CH:22][CH:21]=[CH:20][C:19]=2[F:28])[C:15]=1[CH3:16].C(N(CC)CC)C.CS(Cl)(=O)=O.[NH:53]1[CH2:58][CH2:57][NH:56][CH2:55][CH2:54]1, predict the reaction product. The product is: [F:1][C:2]1[C:7]([O:8][CH3:9])=[CH:6][CH:5]=[CH:4][C:3]=1[C:10]1[C:11](=[O:40])[N:12]([CH2:30][C@H:31]([C:34]2[CH:39]=[CH:38][CH:37]=[CH:36][CH:35]=2)[CH2:32][N:53]2[CH2:58][CH2:57][NH:56][CH2:55][CH2:54]2)[C:13](=[O:29])[N:14]([CH2:17][C:18]2[C:23]([S:24]([CH3:27])(=[O:25])=[O:26])=[CH:22][CH:21]=[CH:20][C:19]=2[F:28])[C:15]=1[CH3:16].